Regression. Given a peptide amino acid sequence and an MHC pseudo amino acid sequence, predict their binding affinity value. This is MHC class I binding data. From a dataset of Peptide-MHC class I binding affinity with 185,985 pairs from IEDB/IMGT. (1) The peptide sequence is MYMALIAAF. The MHC is HLA-B35:01 with pseudo-sequence HLA-B35:01. The binding affinity (normalized) is 0.507. (2) The peptide sequence is RNNDPTLPY. The MHC is HLA-A02:01 with pseudo-sequence HLA-A02:01. The binding affinity (normalized) is 0.0847. (3) The peptide sequence is GFPRCRYVH. The MHC is HLA-B07:02 with pseudo-sequence HLA-B07:02. The binding affinity (normalized) is 0. (4) The peptide sequence is AAAQGQAPL. The MHC is HLA-A02:11 with pseudo-sequence HLA-A02:11. The binding affinity (normalized) is 0.0847.